Dataset: CYP3A4 inhibition data for predicting drug metabolism from PubChem BioAssay. Task: Regression/Classification. Given a drug SMILES string, predict its absorption, distribution, metabolism, or excretion properties. Task type varies by dataset: regression for continuous measurements (e.g., permeability, clearance, half-life) or binary classification for categorical outcomes (e.g., BBB penetration, CYP inhibition). Dataset: cyp3a4_veith. The molecule is CCN(c1ccccc1)c1cc(NC)[n+](C)c(C)n1. The result is 0 (non-inhibitor).